This data is from Forward reaction prediction with 1.9M reactions from USPTO patents (1976-2016). The task is: Predict the product of the given reaction. Given the reactants Cl[C:2]1[CH:3]=[C:4]([CH:28]=[CH:29][N:30]=1)[C:5]([NH:7][C:8]1[CH:9]=[C:10]([C:15]2[CH:20]=[CH:19][C:18]([C:21]([NH:23][CH2:24][CH:25]3[CH2:27][CH2:26]3)=[O:22])=[CH:17][CH:16]=2)[C:11]([CH3:14])=[CH:12][CH:13]=1)=[O:6].[CH3:31][N:32]([CH3:38])[CH:33]1[CH2:37][CH2:36][NH:35][CH2:34]1, predict the reaction product. The product is: [CH:25]1([CH2:24][NH:23][C:21]([C:18]2[CH:19]=[CH:20][C:15]([C:10]3[C:11]([CH3:14])=[CH:12][CH:13]=[C:8]([NH:7][C:5](=[O:6])[C:4]4[CH:28]=[CH:29][N:30]=[C:2]([N:35]5[CH2:36][CH2:37][CH:33]([N:32]([CH3:38])[CH3:31])[CH2:34]5)[CH:3]=4)[CH:9]=3)=[CH:16][CH:17]=2)=[O:22])[CH2:27][CH2:26]1.